From a dataset of Full USPTO retrosynthesis dataset with 1.9M reactions from patents (1976-2016). Predict the reactants needed to synthesize the given product. (1) Given the product [Cl:1][C:2]1[CH:3]=[C:4]([C:8]2[N:9]=[C:10]3[CH2:15][N:14]([C:36]4[CH:37]=[N:38][CH:39]=[CH:40][CH:41]=4)[CH2:13][CH2:12][N:11]3[CH:16]=2)[CH:5]=[CH:6][CH:7]=1, predict the reactants needed to synthesize it. The reactants are: [Cl:1][C:2]1[CH:3]=[C:4]([C:8]2[N:9]=[C:10]3[CH2:15][NH:14][CH2:13][CH2:12][N:11]3[CH:16]=2)[CH:5]=[CH:6][CH:7]=1.F[B-](F)(F)F.C([PH+](C(C)(C)C)C(C)(C)C)(C)(C)C.I[C:36]1[CH:37]=[N:38][CH:39]=[CH:40][CH:41]=1.CC(C)([O-])C.[Na+]. (2) The reactants are: [Cl:1][C:2]1[CH:3]=[C:4]([C:8]2[CH:9]=[N:10][N:11]3[CH:16]=[CH:15][C:14]([C:17]([OH:19])=O)=[N:13][C:12]=23)[CH:5]=[CH:6][CH:7]=1.C1([C:26]2[CH:32]=[CH:31][CH:30]=[CH:29][C:27]=2[NH2:28])CCCCC1.N1[C:37]2[CH:38]=[CH:39][CH:40]=[CH:41][C:36]=2N=N1.Cl.C(N=C=NCCCN(C)C)C. Given the product [CH2:26]1[CH2:32][CH2:31][CH2:30][CH2:29][CH:27]1[NH:28][C:17]([C:14]1[CH:15]=[CH:16][N:11]2[N:10]=[C:9]([C:36]3[CH:41]=[CH:40][CH:39]=[CH:38][CH:37]=3)[C:8]([C:4]3[CH:5]=[CH:6][CH:7]=[C:2]([Cl:1])[CH:3]=3)=[C:12]2[N:13]=1)=[O:19], predict the reactants needed to synthesize it. (3) Given the product [BrH:4].[CH3:11][C:5]([OH:8])=[O:6].[Mg+2:2].[I-:1].[I-:1].[CH3:15][CH2:14][C:12]([CH3:11])=[O:13], predict the reactants needed to synthesize it. The reactants are: [I-:1].[Mg+2:2].[I-].[BrH:4].[C:5]([O-:8])(O)=[O:6].[Na+].O.[CH3:11][C:12]([CH2:14][CH3:15])=[O:13]. (4) Given the product [CH:43]1([C:2]2[C:3]([O:12][CH2:13][CH:14]3[CH:19]([CH3:20])[CH2:18][CH2:17][CH2:16][CH:15]3[CH3:21])=[CH:4][C:5]([F:11])=[C:6]([CH:10]=2)[C:7]([NH:51][S:48]([CH:45]2[CH2:47][CH2:46]2)(=[O:50])=[O:49])=[O:9])[CH2:44][CH2:42]1, predict the reactants needed to synthesize it. The reactants are: Cl[C:2]1[C:3]([O:12][CH2:13][CH:14]2[CH:19]([CH3:20])[CH2:18][CH2:17][CH2:16][CH:15]2[CH3:21])=[CH:4][C:5]([F:11])=[C:6]([CH:10]=1)[C:7]([OH:9])=O.C(N1C=CN=C1)(N1C=CN=C1)=O.N12[CH2:44][CH2:43][CH2:42]N=C1CCCCC2.[CH:45]1([S:48]([NH2:51])(=[O:50])=[O:49])[CH2:47][CH2:46]1.Cl. (5) Given the product [N:9]12[CH2:2][CH2:6][CH2:7][CH:8]1[NH:13][CH2:12][CH2:11][CH2:10]2, predict the reactants needed to synthesize it. The reactants are: O1CCO[CH:2]1[CH2:6][CH2:7][CH2:8][NH:9][CH:10](C)[CH2:11][CH2:12][NH2:13].Cl.[OH-].[Na+]. (6) Given the product [Br:18][CH2:1][C:2]1[CH:3]=[CH:4][C:5]2[S:9][C:8]([C:10]([O:12][C:13]([CH3:14])([CH3:16])[CH3:15])=[O:11])=[CH:7][C:6]=2[CH:17]=1, predict the reactants needed to synthesize it. The reactants are: [CH3:1][C:2]1[CH:3]=[CH:4][C:5]2[S:9][C:8]([C:10]([O:12][C:13]([CH3:16])([CH3:15])[CH3:14])=[O:11])=[CH:7][C:6]=2[CH:17]=1.[Br:18]N1C(=O)CCC1=O. (7) Given the product [N+:5]([CH2:8][C:9]1([CH2:15][CH2:16][NH2:17])[CH2:14][CH2:13][CH2:12][CH2:11][CH2:10]1)([O-:7])=[O:6], predict the reactants needed to synthesize it. The reactants are: CSC.B.[N+:5]([CH2:8][C:9]1([CH2:15][C:16]#[N:17])[CH2:14][CH2:13][CH2:12][CH2:11][CH2:10]1)([O-:7])=[O:6].CO.Cl.